From a dataset of Full USPTO retrosynthesis dataset with 1.9M reactions from patents (1976-2016). Predict the reactants needed to synthesize the given product. (1) Given the product [NH:41]([C:58]([O:60][CH2:61][CH:62]1[C:74]2[C:69](=[CH:70][CH:71]=[CH:72][CH:73]=2)[C:68]2[C:63]1=[CH:64][CH:65]=[CH:66][CH:67]=2)=[O:59])[C@@H:42]([C:55]([NH:1][C@@H:2]([C:15]([NH:17][C@H:18]([C:23]([NH:25][C@H:26]([C:31]([O:33][CH2:34][C:35]1[CH:36]=[CH:37][CH:38]=[CH:39][CH:40]=1)=[O:32])[CH2:27][CH:28]([CH3:30])[CH3:29])=[O:24])[CH2:19][CH:20]([CH3:21])[CH3:22])=[O:16])[CH2:3][CH2:4][CH2:5][CH2:6][NH:7][C:8]([O:10][C:11]([CH3:14])([CH3:13])[CH3:12])=[O:9])=[O:56])[CH2:43][CH2:44][CH2:45][CH2:46][NH:47][C:48]([O:50][C:51]([CH3:52])([CH3:54])[CH3:53])=[O:49], predict the reactants needed to synthesize it. The reactants are: [NH2:1][C@@H:2]([C:15]([NH:17][C@H:18]([C:23]([NH:25][C@H:26]([C:31]([O:33][CH2:34][C:35]1[CH:40]=[CH:39][CH:38]=[CH:37][CH:36]=1)=[O:32])[CH2:27][CH:28]([CH3:30])[CH3:29])=[O:24])[CH2:19][CH:20]([CH3:22])[CH3:21])=[O:16])[CH2:3][CH2:4][CH2:5][CH2:6][NH:7][C:8]([O:10][C:11]([CH3:14])([CH3:13])[CH3:12])=[O:9].[NH:41]([C:58]([O:60][CH2:61][CH:62]1[C:74]2[C:69](=[CH:70][CH:71]=[CH:72][CH:73]=2)[C:68]2[C:63]1=[CH:64][CH:65]=[CH:66][CH:67]=2)=[O:59])[C@@H:42]([C:55](O)=[O:56])[CH2:43][CH2:44][CH2:45][CH2:46][NH:47][C:48]([O:50][C:51]([CH3:54])([CH3:53])[CH3:52])=[O:49].CCN=C=NCCCN(C)C.Cl. (2) The reactants are: CO[CH:3]1[N:7]([C:8]([O:10][CH3:11])=[O:9])[C@H:6]([C:12]([O:14][CH3:15])=[O:13])[CH2:5][CH2:4]1.C[Si]([C:20]#[C:21][CH3:22])(C)C.[Sn](Cl)(Cl)(Cl)Cl.[Cl-].[Al+3].[Cl-].[Cl-]. Given the product [CH:20]([C@@H:3]1[N:7]([C:8]([O:10][CH3:11])=[O:9])[C@H:6]([C:12]([O:14][CH3:15])=[O:13])[CH2:5][CH2:4]1)=[CH:21][CH3:22], predict the reactants needed to synthesize it. (3) Given the product [OH:2][C:3]1[C:4]2[CH:11]=[C:10]([CH2:12][CH2:13][NH:14][C:15](=[O:16])[O:17][C:18]([CH3:20])([CH3:19])[CH3:21])[S:9][C:5]=2[N:6]=[CH:7][N:8]=1, predict the reactants needed to synthesize it. The reactants are: C(=O)(OC(C)(C)C)[O:2][C:3]1[C:4]2[CH:11]=[C:10]([CH2:12][CH2:13][NH:14][C:15]([O:17][C:18]([CH3:21])([CH3:20])[CH3:19])=[O:16])[S:9][C:5]=2[N:6]=[CH:7][N:8]=1.[NH4+].[OH-].